From a dataset of Reaction yield outcomes from USPTO patents with 853,638 reactions. Predict the reaction yield, written as a fraction of the theoretical maximum amount of product (1.0 means a 100% yield; for example, 0.34 means a 34% yield). The reactants are [Cl:1][C:2]1[CH:16]=[CH:15][C:5]([C:6]([NH:8][CH:9]2[CH2:14][CH2:13][O:12][CH2:11][CH2:10]2)=[O:7])=[C:4]([CH3:17])[CH:3]=1.C(NC(C)C)(C)C.[Li]C(CC)C.C=O.[C:32](=O)=[O:33].CC(C)=O. The catalyst is C1COCC1.C(Cl)Cl.CO. The product is [Cl:1][C:2]1[CH:16]=[CH:15][C:5]([C:6]([NH:8][CH:9]2[CH2:14][CH2:13][O:12][CH2:11][CH2:10]2)=[O:7])=[C:4]([CH2:17][CH2:32][OH:33])[CH:3]=1. The yield is 0.540.